Task: Predict the reactants needed to synthesize the given product.. Dataset: Full USPTO retrosynthesis dataset with 1.9M reactions from patents (1976-2016) (1) Given the product [Br:1][C:2]1[CH:3]=[C:4]2[C:9]([NH:15][C@@H:16]3[CH2:21][CH2:20][N:19]([C:22]([O:24][C:25]([CH3:27])([CH3:26])[CH3:28])=[O:23])[CH2:18][C@H:17]3[CH2:29][CH3:30])=[C:8]([C:11](=[O:12])[NH2:13])[CH:7]=[N:6][N:5]2[CH:14]=1, predict the reactants needed to synthesize it. The reactants are: [Br:1][C:2]1[CH:3]=[C:4]2[C:9](Cl)=[C:8]([C:11]([NH2:13])=[O:12])[CH:7]=[N:6][N:5]2[CH:14]=1.[NH2:15][C@@H:16]1[CH2:21][CH2:20][N:19]([C:22]([O:24][C:25]([CH3:28])([CH3:27])[CH3:26])=[O:23])[CH2:18][C@H:17]1[CH2:29][CH3:30].CC(O)=O.CCN(C(C)C)C(C)C. (2) Given the product [Br:1][C:2]1[CH:3]=[CH:4][C:5]([O:24][CH2:25][CH:26]([CH3:27])[CH2:29][CH3:30])=[C:6]([C:8]2[CH:13]=[CH:12][CH:11]=[CH:10][C:9]=2[C:14]2[N:19]=[C:18]([C:20]([O:22][CH3:23])=[O:21])[CH:17]=[CH:16][CH:15]=2)[CH:7]=1, predict the reactants needed to synthesize it. The reactants are: [Br:1][C:2]1[CH:3]=[CH:4][C:5]([OH:24])=[C:6]([C:8]2[CH:13]=[CH:12][CH:11]=[CH:10][C:9]=2[C:14]2[N:19]=[C:18]([C:20]([O:22][CH3:23])=[O:21])[CH:17]=[CH:16][CH:15]=2)[CH:7]=1.[CH3:25][CH:26]([CH2:29][CH3:30])[CH2:27]O.C1(P(C2C=CC=CC=2)C2C=CC=CC=2)C=CC=CC=1.N(C(OC(C)C)=O)=NC(OC(C)C)=O. (3) Given the product [CH3:10][O:11][P:12]([O-:16])([O:14][CH3:15])=[O:13].[CH3:1][NH+:2]1[CH2:6][CH2:5][N:4]([CH3:7])[CH:3]1[Cl:8], predict the reactants needed to synthesize it. The reactants are: [CH3:1][N:2]1[CH2:6][CH2:5][N:4]([CH3:7])[C:3]1(Cl)[Cl:8].[CH3:10][O:11][P:12]([O-:16])([O:14][CH3:15])=[O:13].[Na+].C(#N)C. (4) Given the product [CH3:1][CH:2]([CH2:6][CH3:7])[C:3]([N:13]1[CH2:18][CH2:17][CH:16]([NH:19][C:20]([NH:22][C:23]2[CH:28]=[CH:27][C:26]([C:29]([F:30])([F:31])[F:32])=[CH:25][CH:24]=2)=[O:21])[CH2:15][CH2:14]1)=[O:4], predict the reactants needed to synthesize it. The reactants are: [CH3:1][CH:2]([CH2:6][CH3:7])[C:3](O)=[O:4].C([N:13]1[CH2:18][CH2:17][CH:16]([NH:19][C:20]([NH:22][C:23]2[CH:28]=[CH:27][C:26]([C:29]([F:32])([F:31])[F:30])=[CH:25][CH:24]=2)=[O:21])[CH2:15][CH2:14]1)(=O)C(C)C.